From a dataset of Full USPTO retrosynthesis dataset with 1.9M reactions from patents (1976-2016). Predict the reactants needed to synthesize the given product. (1) Given the product [Si:27]([O:26][CH2:25][CH2:24][N:1]1[CH:5]=[C:4]([C:6]2[N:11]=[CH:10][C:9]([C:12]([O:14][CH2:15][CH3:16])=[O:13])=[CH:8][CH:7]=2)[CH:3]=[N:2]1)([C:30]([CH3:33])([CH3:32])[CH3:31])([CH3:29])[CH3:28], predict the reactants needed to synthesize it. The reactants are: [NH:1]1[CH:5]=[C:4]([C:6]2[N:11]=[CH:10][C:9]([C:12]([O:14][CH2:15][CH3:16])=[O:13])=[CH:8][CH:7]=2)[CH:3]=[N:2]1.C(=O)([O-])[O-].[Cs+].[Cs+].Br[CH2:24][CH2:25][O:26][Si:27]([C:30]([CH3:33])([CH3:32])[CH3:31])([CH3:29])[CH3:28]. (2) Given the product [Br:29][C:30]1[CH:35]=[CH:34][C:33]([CH2:36][Br:37])=[CH:32][N:31]=1, predict the reactants needed to synthesize it. The reactants are: CC1C=CC(Br)=NC=1.BrN1C(=O)CCC1=O.CC(N=NC(C#N)(C)C)(C#N)C.[Br:29][C:30]1[CH:35]=[CH:34][C:33]([CH:36](Br)[Br:37])=[CH:32][N:31]=1.